From a dataset of Full USPTO retrosynthesis dataset with 1.9M reactions from patents (1976-2016). Predict the reactants needed to synthesize the given product. (1) Given the product [F:22][C:19]1[CH:20]=[CH:21][C:16]2[N:15]=[C:14]([C@@H:23]([NH:25][C:26]3[N:34]=[CH:33][N:32]=[C:31]4[C:27]=3[N:28]=[CH:29][NH:30]4)[CH3:24])[N:13]([CH:11]3[CH2:12][CH:9]([OH:8])[CH2:10]3)[C:17]=2[CH:18]=1, predict the reactants needed to synthesize it. The reactants are: C([O:8][CH:9]1[CH2:12][CH:11]([N:13]2[C:17]3[CH:18]=[C:19]([F:22])[CH:20]=[CH:21][C:16]=3[N:15]=[C:14]2[C@@H:23]([NH:25][C:26]2[N:34]=[CH:33][N:32]=[C:31]3[C:27]=2[N:28]=[CH:29][NH:30]3)[CH3:24])[CH2:10]1)C1C=CC=CC=1.B(Br)(Br)Br. (2) Given the product [C:1]1([CH2:7][CH2:8][CH2:9][CH2:10][CH2:11][CH2:12][CH2:13][CH2:14][S:15][C:16]2[NH:21][C:20](=[O:22])[C:19]([CH2:23][C:24]3[CH:29]=[CH:28][NH:27][C:26](=[O:30])[CH:25]=3)=[CH:18][N:17]=2)[CH:2]=[CH:3][CH:4]=[CH:5][CH:6]=1, predict the reactants needed to synthesize it. The reactants are: [C:1]1([CH2:7][CH2:8][CH2:9][CH2:10][CH2:11][CH2:12][CH2:13][CH2:14][S:15][C:16]2[NH:21][C:20](=[O:22])[C:19]([CH2:23][C:24]3[CH:29]=[CH:28][N:27]=[C:26]([O:30]C)[CH:25]=3)=[CH:18][N:17]=2)[CH:6]=[CH:5][CH:4]=[CH:3][CH:2]=1.Cl[Si](C)(C)C.[I-].[Na+].